From a dataset of hERG potassium channel inhibition data for cardiac toxicity prediction from Karim et al.. Regression/Classification. Given a drug SMILES string, predict its toxicity properties. Task type varies by dataset: regression for continuous values (e.g., LD50, hERG inhibition percentage) or binary classification for toxic/non-toxic outcomes (e.g., AMES mutagenicity, cardiotoxicity, hepatotoxicity). Dataset: herg_karim. (1) The drug is Cc1cccc(CC[NH+]2CCC(C(=O)c3ccc(NS(C)(=O)=O)cc3)CC2)n1. The result is 1 (blocker). (2) The molecule is COc1cc(C=Cc2nc(N)c3ccccc3n2)ccc1-n1cnc(C)c1. The result is 1 (blocker). (3) The drug is CN[C@@H]1Cc2cccc3[nH]c(=O)n(c23)C1. The result is 0 (non-blocker). (4) The molecule is COc1ccc2nccc(NC(=O)[C@]3(O)CC[C@@H](NCc4cc5c(cn4)OCCO5)CC3)c2n1. The result is 0 (non-blocker). (5) The compound is O=c1ccc2ncc(=O)n3c2n1C[C@H]3CN1CCC(NCc2cc3c(cn2)OCCC3)CC1. The result is 0 (non-blocker).